Dataset: Forward reaction prediction with 1.9M reactions from USPTO patents (1976-2016). Task: Predict the product of the given reaction. (1) Given the reactants Cl[C:2]1[CH:7]=[CH:6][C:5]([N+:8]([O-:10])=[O:9])=[C:4]([F:11])[CH:3]=1.[F:12][C:13]([F:24])([F:23])[C:14]1[CH:19]=[CH:18][C:17](B(O)O)=[CH:16][CH:15]=1.C(=O)([O-])[O-].[Na+].[Na+], predict the reaction product. The product is: [F:11][C:4]1[CH:3]=[C:2]([C:17]2[CH:18]=[CH:19][C:14]([C:13]([F:24])([F:23])[F:12])=[CH:15][CH:16]=2)[CH:7]=[CH:6][C:5]=1[N+:8]([O-:10])=[O:9]. (2) Given the reactants Cl[C:2]1[CH:7]=[CH:6][N:5]=[C:4]([N:8]2[CH2:19][CH2:18][C:17]3[C:16]4[CH2:15][C:14]([CH3:21])([CH3:20])[CH2:13][C:12]=4[S:11][C:10]=3[C:9]2=[O:22])[C:3]=1[CH:23]=[O:24].[CH3:25][N:26]1[CH:31]=[C:30](B2OC(C)(C)C(C)(C)O2)[CH:29]=[C:28]([NH:41][C:42]2[CH:47]=[CH:46][C:45]([N:48]3[CH2:53][CH2:52][N:51]([CH:54]4[CH2:57][O:56][CH2:55]4)[CH2:50][CH2:49]3)=[CH:44][N:43]=2)[C:27]1=[O:58], predict the reaction product. The product is: [CH3:25][N:26]1[C:27](=[O:58])[C:28]([NH:41][C:42]2[CH:47]=[CH:46][C:45]([N:48]3[CH2:53][CH2:52][N:51]([CH:54]4[CH2:55][O:56][CH2:57]4)[CH2:50][CH2:49]3)=[CH:44][N:43]=2)=[CH:29][C:30]([C:2]2[C:3]([CH:23]=[O:24])=[C:4]([N:8]3[CH2:19][CH2:18][C:17]4[C:16]5[CH2:15][C:14]([CH3:21])([CH3:20])[CH2:13][C:12]=5[S:11][C:10]=4[C:9]3=[O:22])[N:5]=[CH:6][CH:7]=2)=[CH:31]1. (3) Given the reactants [NH2:1][C:2]1[C:11]([I:12])=[CH:10][C:5]([C:6]([O:8][CH3:9])=[O:7])=[C:4]([Cl:13])[CH:3]=1.C1C(=O)N(Cl)C(=O)C1.CO[CH:24](OC)[CH2:25][S:26][CH3:27].CCN(CC)CC, predict the reaction product. The product is: [Cl:13][C:4]1[C:5]([C:6]([O:8][CH3:9])=[O:7])=[CH:10][C:11]([I:12])=[C:2]2[C:3]=1[C:25]([S:26][CH3:27])=[CH:24][NH:1]2. (4) Given the reactants [CH2:1]([C:3]1[CH:36]=[CH:35][CH:34]=[CH:33][C:4]=1[O:5][C:6]1[CH:11]=[CH:10][CH:9]=[CH:8][C:7]=1[C@:12]([C@@H:20]1[CH2:25][CH2:24][CH2:23][N:22](C(OC(C)(C)C)=O)[CH2:21]1)([OH:19])[CH2:13][CH2:14][CH2:15][CH2:16][O:17][CH3:18])[CH3:2].[OH-].[Na+], predict the reaction product. The product is: [CH2:1]([C:3]1[CH:36]=[CH:35][CH:34]=[CH:33][C:4]=1[O:5][C:6]1[CH:11]=[CH:10][CH:9]=[CH:8][C:7]=1[C@:12]([C@@H:20]1[CH2:25][CH2:24][CH2:23][NH:22][CH2:21]1)([OH:19])[CH2:13][CH2:14][CH2:15][CH2:16][O:17][CH3:18])[CH3:2]. (5) The product is: [Cl:13][C:11]1[CH:10]=[CH:9][C:8]([NH:14][CH2:15][C:16]([O:18][CH2:19][CH3:20])=[O:17])=[C:7]([O:6][C:5]2[CH:21]=[CH:22][C:2]([C:25]3[CH:26]=[CH:27][CH:28]=[CH:29][N:24]=3)=[CH:3][C:4]=2[Cl:23])[CH:12]=1. Given the reactants Br[C:2]1[CH:22]=[CH:21][C:5]([O:6][C:7]2[CH:12]=[C:11]([Cl:13])[CH:10]=[CH:9][C:8]=2[NH:14][CH2:15][C:16]([O:18][CH2:19][CH3:20])=[O:17])=[C:4]([Cl:23])[CH:3]=1.[N:24]1[CH:29]=[CH:28][CH:27]=[CH:26][C:25]=1[Sn](CCCC)(CCCC)CCCC, predict the reaction product. (6) Given the reactants C([O:3][C:4]([C:6]1([NH:15][C:16](=[O:25])[C:17]2[C:22]([CH3:23])=[CH:21][CH:20]=[CH:19][C:18]=2[Cl:24])[CH2:14][C:13]2[C:8](=[CH:9][CH:10]=[CH:11][CH:12]=2)[CH2:7]1)=[O:5])C.CO.O.[Li+].[OH-], predict the reaction product. The product is: [Cl:24][C:18]1[CH:19]=[CH:20][CH:21]=[C:22]([CH3:23])[C:17]=1[C:16]([NH:15][C:6]1([C:4]([OH:5])=[O:3])[CH2:14][C:13]2[C:8](=[CH:9][CH:10]=[CH:11][CH:12]=2)[CH2:7]1)=[O:25]. (7) Given the reactants [Cl:1][C:2]1[N:7]2[N:8]=[C:9]([NH2:11])[N:10]=[C:6]2[CH:5]=[C:4]([C:12]([F:15])([F:14])[F:13])[CH:3]=1.Cl.[C:17](Cl)(=[O:24])[C:18]1[CH:23]=[CH:22][CH:21]=[N:20][CH:19]=1, predict the reaction product. The product is: [Cl:1][C:2]1[N:7]2[N:8]=[C:9]([NH:11][C:17](=[O:24])[C:18]3[CH:23]=[CH:22][CH:21]=[N:20][CH:19]=3)[N:10]=[C:6]2[CH:5]=[C:4]([C:12]([F:13])([F:15])[F:14])[CH:3]=1. (8) Given the reactants Br[C:2]1[CH:3]=[C:4]([OH:9])[CH:5]=[C:6](Br)[CH:7]=1.[O:10]1[C:15]2[CH:16]=[CH:17][C:18](B(O)O)=[CH:19][C:14]=2[O:13][CH2:12][CH2:11]1.[C:23](=[O:26])([O-])[O-].[Na+].[Na+], predict the reaction product. The product is: [O:10]1[C:3]2[CH:2]=[CH:7][C:6]([C:15]3[CH:16]=[C:23]([OH:26])[CH:18]=[C:19]([C:18]4[CH:17]=[CH:16][C:15]5[O:10][CH2:11][CH2:12][O:13][C:14]=5[CH:19]=4)[CH:14]=3)=[CH:5][C:4]=2[O:9][CH2:12][CH2:11]1. (9) The product is: [CH3:1][O:2][C:3]1[CH:4]=[C:5]2[C:10](=[CH:11][C:12]=1[O:13][CH3:14])[N:9]=[CH:8][CH:7]=[C:6]2[O:15][C:16]1[CH:21]=[CH:20][C:19]([NH2:22])=[CH:18][CH:17]=1. Given the reactants [CH3:1][O:2][C:3]1[CH:4]=[C:5]2[C:10](=[CH:11][C:12]=1[O:13][CH3:14])[N:9]=[CH:8][CH:7]=[C:6]2[O:15][C:16]1[CH:21]=[CH:20][C:19]([N+:22]([O-])=O)=[CH:18][CH:17]=1.CO.C1COCC1.[Cl-].[NH4+], predict the reaction product. (10) Given the reactants [CH3:1][O:2][C:3]1[CH:4]=[C:5]([NH:20][C:21]2[N:26]=[C:25]([O:27][C:28]3[C:37]4[C:32](=[CH:33][CH:34]=[CH:35][CH:36]=4)[C:31]([NH:38][C:39](=[O:47])OC4C=CC=CC=4)=[CH:30][CH:29]=3)[CH:24]=[CH:23][N:22]=2)[CH:6]=[C:7]([O:9][CH2:10][CH2:11][O:12][CH2:13][CH2:14][O:15][CH2:16][CH2:17][O:18][CH3:19])[CH:8]=1.[NH2:48][C:49]1[C:50]([O:62][CH3:63])=[C:51]([CH:55]=[C:56]([C:58]([CH3:61])([CH3:60])[CH3:59])[CH:57]=1)[C:52]([NH2:54])=[O:53], predict the reaction product. The product is: [C:58]([C:56]1[CH:57]=[C:49]([NH:48][C:39]([NH:38][C:31]2[C:32]3[C:37](=[CH:36][CH:35]=[CH:34][CH:33]=3)[C:28]([O:27][C:25]3[CH:24]=[CH:23][N:22]=[C:21]([NH:20][C:5]4[CH:6]=[C:7]([O:9][CH2:10][CH2:11][O:12][CH2:13][CH2:14][O:15][CH2:16][CH2:17][O:18][CH3:19])[CH:8]=[C:3]([O:2][CH3:1])[CH:4]=4)[N:26]=3)=[CH:29][CH:30]=2)=[O:47])[C:50]([O:62][CH3:63])=[C:51]([CH:55]=1)[C:52]([NH2:54])=[O:53])([CH3:61])([CH3:59])[CH3:60].